From a dataset of Peptide-MHC class II binding affinity with 134,281 pairs from IEDB. Regression. Given a peptide amino acid sequence and an MHC pseudo amino acid sequence, predict their binding affinity value. This is MHC class II binding data. (1) The peptide sequence is EDMLEVWNRVWITNN. The MHC is HLA-DQA10501-DQB10402 with pseudo-sequence HLA-DQA10501-DQB10402. The binding affinity (normalized) is 0.319. (2) The peptide sequence is TLTHRLMSPHRVPNYNLF. The MHC is DRB1_0405 with pseudo-sequence DRB1_0405. The binding affinity (normalized) is 0.